Dataset: Full USPTO retrosynthesis dataset with 1.9M reactions from patents (1976-2016). Task: Predict the reactants needed to synthesize the given product. (1) The reactants are: [CH:1]1([CH2:4][CH2:5][N:6]2[C:11](=[O:12])[C:10]([C:13]([NH:15][CH2:16][C:17]([O:19]CC)=[O:18])=[O:14])=[C:9]([OH:22])[C:8]([C:23]([O:25]C)=O)=[C:7]2[OH:27])[CH2:3][CH2:2]1.[NH2:28][C:29]1[CH:30]=[N:31][CH:32]=[CH:33][CH:34]=1. Given the product [CH:1]1([CH2:4][CH2:5][N:6]2[C:7]([OH:27])=[C:8]([C:23]([NH:28][C:29]3[CH:30]=[N:31][CH:32]=[CH:33][CH:34]=3)=[O:25])[C:9]([OH:22])=[C:10]([C:13]([NH:15][CH2:16][C:17]([OH:19])=[O:18])=[O:14])[C:11]2=[O:12])[CH2:2][CH2:3]1, predict the reactants needed to synthesize it. (2) Given the product [C:5]1([CH3:8])[CH:6]=[CH:7][C:2]([NH:1][CH2:16][CH2:17][CH2:18][C:19]#[N:20])=[CH:3][CH:4]=1, predict the reactants needed to synthesize it. The reactants are: [NH2:1][C:2]1[CH:7]=[CH:6][C:5]([CH3:8])=[CH:4][CH:3]=1.C(=O)([O-])[O-].[K+].[K+].Br[CH2:16][CH2:17][CH2:18][C:19]#[N:20]. (3) Given the product [NH:23]1[CH2:28][CH2:27][CH:26]([NH:29][C:9](=[O:10])[O:11][C:12]([CH3:13])([CH3:14])[CH3:15])[CH2:25][CH2:24]1, predict the reactants needed to synthesize it. The reactants are: [C:12]([O:11][C:9](O[C:9]([O:11][C:12]([CH3:15])([CH3:14])[CH3:13])=[O:10])=[O:10])([CH3:15])([CH3:14])[CH3:13].C([N:23]1[CH2:28][CH2:27][CH:26]([NH2:29])[CH2:25][CH2:24]1)C1C=CC=CC=1.O.